From a dataset of Forward reaction prediction with 1.9M reactions from USPTO patents (1976-2016). Predict the product of the given reaction. (1) Given the reactants [CH2:1]([O:3][C:4]([C:6]1[CH:10]=[C:9]([NH:11][C:12]([NH:14][C:15](=[O:22])[C:16]2[CH:21]=[CH:20][CH:19]=[CH:18][CH:17]=2)=[S:13])[N:8]([C:23]2[CH:28]=[CH:27][CH:26]=[CH:25][CH:24]=2)[N:7]=1)=[O:5])[CH3:2].BrN1C(=O)CCC1=O, predict the reaction product. The product is: [CH2:1]([O:3][C:4]([C:6]1[C:10]2[S:13][C:12]([NH:14][C:15](=[O:22])[C:16]3[CH:17]=[CH:18][CH:19]=[CH:20][CH:21]=3)=[N:11][C:9]=2[N:8]([C:23]2[CH:24]=[CH:25][CH:26]=[CH:27][CH:28]=2)[N:7]=1)=[O:5])[CH3:2]. (2) Given the reactants [Cl:1][C:2]1[CH:11]=[CH:10][CH:9]=[C:8]2[C:3]=1[CH2:4][CH2:5][CH2:6][N:7]2[C:12]1[C:16]2[CH2:17][N:18]([C:21](=[O:23])[CH3:22])[CH2:19][CH2:20][C:15]=2[N:14]([C@H:24]2[CH2:28][CH2:27][O:26][CH2:25]2)[N:13]=1.[Br:29]N1C(=O)CCC1=O, predict the reaction product. The product is: [Br:29][C:11]1[C:2]([Cl:1])=[C:3]2[C:8](=[CH:9][CH:10]=1)[N:7]([C:12]1[C:16]3[CH2:17][N:18]([C:21](=[O:23])[CH3:22])[CH2:19][CH2:20][C:15]=3[N:14]([C@H:24]3[CH2:28][CH2:27][O:26][CH2:25]3)[N:13]=1)[CH2:6][CH2:5][CH2:4]2. (3) Given the reactants [O:1]=[C:2]([C:8]1[CH:13]=[CH:12][CH:11]=[CH:10][CH:9]=1)[CH2:3][NH:4][C:5](=[O:7])[CH3:6].[C:14]([O-])(O)=[O:15].[Na+].C=O.[Na+].[Cl-], predict the reaction product. The product is: [OH:15][CH2:14][CH:3]([NH:4][C:5](=[O:7])[CH3:6])[C:2](=[O:1])[C:8]1[CH:13]=[CH:12][CH:11]=[CH:10][CH:9]=1. (4) Given the reactants Br[C:2]1[CH:33]=[CH:32][C:5]([CH2:6][N:7]([C:21]2[C:26]([Cl:27])=[CH:25][C:24]([C:28]([F:31])([F:30])[F:29])=[CH:23][N:22]=2)[S:8]([C:11]2[CH:20]=[CH:19][C:14]([C:15]([O:17]C)=[O:16])=[CH:13][CH:12]=2)(=[O:10])=[O:9])=[CH:4][CH:3]=1.[CH3:34][C:35]1[N:40]=[CH:39][C:38](B(O)O)=[CH:37][CH:36]=1, predict the reaction product. The product is: [Cl:27][C:26]1[C:21]([N:7]([CH2:6][C:5]2[CH:32]=[CH:33][C:2]([C:38]3[CH:39]=[N:40][C:35]([CH3:34])=[CH:36][CH:37]=3)=[CH:3][CH:4]=2)[S:8]([C:11]2[CH:12]=[CH:13][C:14]([C:15]([OH:17])=[O:16])=[CH:19][CH:20]=2)(=[O:10])=[O:9])=[N:22][CH:23]=[C:24]([C:28]([F:29])([F:31])[F:30])[CH:25]=1. (5) Given the reactants [NH2:1][CH2:2][C:3]([C:5]1([C:9]2[CH:14]=[CH:13][C:12]([Cl:15])=[C:11]([Cl:16])[CH:10]=2)[CH2:8][CH2:7][CH2:6]1)=[O:4].[BH4-].[Na+], predict the reaction product. The product is: [NH2:1][CH2:2][CH:3]([C:5]1([C:9]2[CH:14]=[CH:13][C:12]([Cl:15])=[C:11]([Cl:16])[CH:10]=2)[CH2:6][CH2:7][CH2:8]1)[OH:4].